The task is: Predict which catalyst facilitates the given reaction.. This data is from Catalyst prediction with 721,799 reactions and 888 catalyst types from USPTO. Reactant: Br[C:2]1[CH:3]=[CH:4][C:5]([O:8][CH3:9])=[N:6][CH:7]=1.C([O:13][B:14](OC(C)C)[O:15]C(C)C)(C)C.[Li]CCCC. Product: [CH3:9][O:8][C:5]1[N:6]=[CH:7][C:2]([B:14]([OH:15])[OH:13])=[CH:3][CH:4]=1. The catalyst class is: 1.